From a dataset of HIV replication inhibition screening data with 41,000+ compounds from the AIDS Antiviral Screen. Binary Classification. Given a drug SMILES string, predict its activity (active/inactive) in a high-throughput screening assay against a specified biological target. (1) The compound is CC(C)CC(NC(=O)C(CCC(=O)O)NC(=O)CNC(=O)CNC(=O)C(CO)NC(=O)C(CC(C)C)NC(=O)C(NC(=O)C(CO)NC(=O)C(C)NC(=O)C(CCCNC(=N)N)NC(=O)C(C)NC(=O)CN)C(C)C)C(=O)NC(CC(=O)O)C(=O)NC(CCCNC(=N)N)C(=O)NC(Cc1c[nH]c2ccccc12)C(=O)NC(Cc1ccc(O)cc1)C(N)=O. The result is 0 (inactive). (2) The molecule is O=C1c2cc(O)c(O)cc2OC(c2ccc(O)c(O)c2)C1O. The result is 0 (inactive). (3) The drug is NC(=S)Nc1nc(S)nc2c1c(-c1ccccc1)cn2C(=O)c1ccccc1. The result is 0 (inactive).